Dataset: Forward reaction prediction with 1.9M reactions from USPTO patents (1976-2016). Task: Predict the product of the given reaction. (1) Given the reactants [OH:1][CH2:2][C:3]([CH3:22])([CH3:21])[CH2:4][CH2:5][CH2:6][C:7](=[O:20])[CH2:8][CH2:9][CH2:10][CH2:11][C:12]([CH3:19])([CH3:18])[C:13]([O:15][CH2:16][CH3:17])=[O:14].[Cr](O[Cr]([O-])(=O)=O)([O-])(=O)=[O:24].[NH+]1C=CC=CC=1.[NH+]1C=CC=CC=1, predict the reaction product. The product is: [CH2:16]([O:15][C:13](=[O:14])[C:12]([CH3:19])([CH3:18])[CH2:11][CH2:10][CH2:9][CH2:8][C:7](=[O:20])[CH2:6][CH2:5][CH2:4][C:3]([CH3:21])([CH3:22])[C:2]([OH:24])=[O:1])[CH3:17]. (2) Given the reactants [OH:1][CH2:2][C:3]1[N:4]=[C:5]2[CH:14]=[CH:13][CH:12]=[CH:11][N:6]2[C:7](=[O:10])[C:8]=1I.[O-]P([O-])([O-])=O.[K+].[K+].[K+].B1([CH2:32][C:33]2[CH:38]=[CH:37][CH:36]=[CH:35][CH:34]=2)C2CCCC1CCC2.[OH-].[Na+].OO, predict the reaction product. The product is: [CH2:32]([C:8]1[C:7](=[O:10])[N:6]2[CH:11]=[CH:12][CH:13]=[CH:14][C:5]2=[N:4][C:3]=1[CH2:2][OH:1])[C:33]1[CH:38]=[CH:37][CH:36]=[CH:35][CH:34]=1. (3) Given the reactants [Cl:1][C:2]1[CH:7]=[CH:6][C:5]([C:8]2[CH:13]=[C:12]([CH3:14])[N:11]=[C:10]([N:15]3[CH:19]=[C:18](I)[N:17]=[CH:16]3)[N:9]=2)=[CH:4][CH:3]=1.[Cl-].[Li+].C([Mg]Cl)(C)C.[CH2:28]([Sn:32](Cl)([CH2:37][CH2:38][CH2:39][CH3:40])[CH2:33][CH2:34][CH2:35][CH3:36])[CH2:29][CH2:30][CH3:31].[Cl-].[NH4+], predict the reaction product. The product is: [Cl:1][C:2]1[CH:7]=[CH:6][C:5]([C:8]2[CH:13]=[C:12]([CH3:14])[N:11]=[C:10]([N:15]3[CH:19]=[C:18]([Sn:32]([CH2:33][CH2:34][CH2:35][CH3:36])([CH2:37][CH2:38][CH2:39][CH3:40])[CH2:28][CH2:29][CH2:30][CH3:31])[N:17]=[CH:16]3)[N:9]=2)=[CH:4][CH:3]=1. (4) Given the reactants [F:1][C:2]1[CH:7]=[CH:6][C:5]([F:8])=[CH:4][C:3]=1[C@H:9]1[CH2:13][CH2:12][CH2:11][N:10]1[C:14]1[CH:15]=[CH:16][C:17]2[N:18]([C:20]([NH2:23])=[CH:21][N:22]=2)[N:19]=1.[C:24]([N:31]1[CH:35]=[CH:34]N=[CH:32]1)(N1C=CN=C1)=[O:25].N1CC[O:39][CH2:38]C1, predict the reaction product. The product is: [F:1][C:2]1[CH:7]=[CH:6][C:5]([F:8])=[CH:4][C:3]=1[C@H:9]1[CH2:13][CH2:12][CH2:11][N:10]1[C:14]1[CH:15]=[CH:16][C:17]2[N:18]([C:20]([NH:23][C:24]([N:31]3[CH2:35][CH2:34][O:39][CH2:38][CH2:32]3)=[O:25])=[CH:21][N:22]=2)[N:19]=1. (5) Given the reactants [C:1]1([C:7]2[CH:8]=[N:9][N:10]3[CH:15]=[C:14]([C:16]4[CH:21]=[CH:20][C:19]([CH2:22][CH2:23][CH:24]=O)=[CH:18][CH:17]=4)[CH:13]=[N:12][C:11]=23)[CH:6]=[CH:5][CH:4]=[CH:3][CH:2]=1.[NH:26]1[CH2:31][CH2:30][O:29][CH2:28][CH2:27]1.C(O)(=O)C.C(O[BH-](OC(=O)C)OC(=O)C)(=O)C.[Na+], predict the reaction product. The product is: [N:26]1([CH2:24][CH2:23][CH2:22][C:19]2[CH:18]=[CH:17][C:16]([C:14]3[CH:13]=[N:12][C:11]4[N:10]([N:9]=[CH:8][C:7]=4[C:1]4[CH:6]=[CH:5][CH:4]=[CH:3][CH:2]=4)[CH:15]=3)=[CH:21][CH:20]=2)[CH2:31][CH2:30][O:29][CH2:28][CH2:27]1. (6) Given the reactants [Br:1][CH:2]([CH2:6][CH2:7]Br)[C:3](Cl)=[O:4].[CH:9]1([NH2:15])[CH2:14][CH2:13][CH2:12][CH2:11][CH2:10]1.[OH-].[Na+].[H-].[Na+], predict the reaction product. The product is: [Br:1][CH:2]1[CH2:6][CH2:7][N:15]([CH:9]2[CH2:14][CH2:13][CH2:12][CH2:11][CH2:10]2)[C:3]1=[O:4].